This data is from Full USPTO retrosynthesis dataset with 1.9M reactions from patents (1976-2016). The task is: Predict the reactants needed to synthesize the given product. (1) Given the product [C:18]([O:21][C:22]1[CH:31]=[C:30]2[C:25]([C:26]([NH:1][C:2]3[CH:3]=[N:4][N:5]([CH2:7][C:8]([NH:10][C:11]4[CH:16]=[CH:15][CH:14]=[C:13]([F:17])[CH:12]=4)=[O:9])[CH:6]=3)=[N:27][CH:28]=[N:29]2)=[CH:24][C:23]=1[O:33][CH3:34])(=[O:20])[CH3:19].[F:17][C:13]1[CH:12]=[C:11]([NH:10][C:8](=[O:9])[CH2:7][N:5]2[CH:6]=[C:2]([NH:1][C:26]3[C:25]4[C:30](=[CH:31][C:22]([OH:21])=[C:23]([O:33][CH3:34])[CH:24]=4)[N:29]=[CH:28][N:27]=3)[CH:3]=[N:4]2)[CH:16]=[CH:15][CH:14]=1, predict the reactants needed to synthesize it. The reactants are: [NH2:1][C:2]1[CH:3]=[N:4][N:5]([CH2:7][C:8]([NH:10][C:11]2[CH:16]=[CH:15][CH:14]=[C:13]([F:17])[CH:12]=2)=[O:9])[CH:6]=1.[C:18]([O:21][C:22]1[CH:31]=[C:30]2[C:25]([C:26](Cl)=[N:27][CH:28]=[N:29]2)=[CH:24][C:23]=1[O:33][CH3:34])(=[O:20])[CH3:19]. (2) Given the product [CH3:1][O:2][C:3]1[CH:4]=[CH:5][C:6]([NH:11][C:12]2[C:13]3[N:14]([CH:27]=[CH:28][N:29]=3)[N:15]=[C:16]([C:18]3[CH:19]=[C:20]([CH:24]=[CH:25][CH:26]=3)[C:21]([NH:30][C:31]3[CH:32]=[C:33]4[C:37](=[CH:38][CH:39]=3)[C:36](=[O:40])[NH:35][CH2:34]4)=[O:23])[CH:17]=2)=[N:7][C:8]=1[O:9][CH3:10], predict the reactants needed to synthesize it. The reactants are: [CH3:1][O:2][C:3]1[CH:4]=[CH:5][C:6]([NH:11][C:12]2[C:13]3[N:14]([CH:27]=[CH:28][N:29]=3)[N:15]=[C:16]([C:18]3[CH:19]=[C:20]([CH:24]=[CH:25][CH:26]=3)[C:21]([OH:23])=O)[CH:17]=2)=[N:7][C:8]=1[O:9][CH3:10].[NH2:30][C:31]1[CH:32]=[C:33]2[C:37](=[CH:38][CH:39]=1)[C:36](=[O:40])[NH:35][CH2:34]2.CN1C=CN=C1.CCN=C=NCCCN(C)C.